This data is from Forward reaction prediction with 1.9M reactions from USPTO patents (1976-2016). The task is: Predict the product of the given reaction. (1) Given the reactants C1(C(=[N:14][C:15]([CH2:26][CH2:27][CH2:28][CH:29]=[CH2:30])([CH2:21][CH2:22][CH2:23][CH:24]=[CH2:25])[C:16]([O:18][CH2:19][CH3:20])=[O:17])C2C=CC=CC=2)C=CC=CC=1.Cl.[CH:32]1[C:44]2[CH:43]([CH2:45]OC(ON3C(=O)CCC3=O)=O)[C:42]3[C:37](=[CH:38][CH:39]=[CH:40][CH:41]=3)[C:36]=2[CH:35]=[CH:34][CH:33]=1.[C:57](=[O:60])([O-:59])[O-].[Na+].[Na+], predict the reaction product. The product is: [CH:41]1[C:42]2[CH:43]([CH2:45][O:59][C:57]([NH:14][C:15]([CH2:21][CH2:22][CH2:23][CH:24]=[CH2:25])([CH2:26][CH2:27][CH2:28][CH:29]=[CH2:30])[C:16]([O:18][CH2:19][CH3:20])=[O:17])=[O:60])[C:44]3[C:36](=[CH:35][CH:34]=[CH:33][CH:32]=3)[C:37]=2[CH:38]=[CH:39][CH:40]=1. (2) Given the reactants [O:1]1[C:6]2[CH:7]=[CH:8][C:9]([S:11][C:12]3[CH:17]=[CH:16][C:15](/[CH:18]=[CH:19]/[C:20]([N:22]4[CH2:27][CH2:26][N:25]([C:28]([O:30][CH3:31])=[O:29])[CH:24]([C:32]([O:34]C)=[O:33])[CH2:23]4)=[O:21])=[CH:14][C:13]=3[C:36]([F:39])([F:38])[F:37])=[CH:10][C:5]=2[O:4][CH2:3][CH2:2]1.[OH-].[Na+].CCO, predict the reaction product. The product is: [O:1]1[C:6]2[CH:7]=[CH:8][C:9]([S:11][C:12]3[CH:17]=[CH:16][C:15](/[CH:18]=[CH:19]/[C:20]([N:22]4[CH2:27][CH2:26][N:25]([C:28]([O:30][CH3:31])=[O:29])[CH:24]([C:32]([OH:34])=[O:33])[CH2:23]4)=[O:21])=[CH:14][C:13]=3[C:36]([F:37])([F:39])[F:38])=[CH:10][C:5]=2[O:4][CH2:3][CH2:2]1.